From a dataset of Full USPTO retrosynthesis dataset with 1.9M reactions from patents (1976-2016). Predict the reactants needed to synthesize the given product. (1) Given the product [C:26]([O:25][C:23]([NH:2][C:3]1[CH:8]=[C:7]([C:9]([O:11][CH3:12])=[O:10])[CH:6]=[CH:5][C:4]=1[B:13]([OH:15])[OH:14])=[O:24])([CH3:29])([CH3:28])[CH3:27], predict the reactants needed to synthesize it. The reactants are: Cl.[NH2:2][C:3]1[CH:8]=[C:7]([C:9]([O:11][CH3:12])=[O:10])[CH:6]=[CH:5][C:4]=1[B:13]([OH:15])[OH:14].C(N(CC)CC)C.[C:23](O[C:23]([O:25][C:26]([CH3:29])([CH3:28])[CH3:27])=[O:24])([O:25][C:26]([CH3:29])([CH3:28])[CH3:27])=[O:24]. (2) Given the product [OH:38][C:36]([C:35]([F:40])([F:39])[F:34])=[O:37].[CH3:1][O:2][C:3](=[O:33])[C@H:4]([CH2:13][C:14]1[CH:15]=[CH:16][C:17]([N:20]2[C:28](=[O:29])[C:27]3[C:22](=[CH:23][CH:24]=[C:25]([C:30]#[N:31])[CH:26]=3)[C:21]2=[O:32])=[CH:18][CH:19]=1)[NH2:5], predict the reactants needed to synthesize it. The reactants are: [CH3:1][O:2][C:3](=[O:33])[C@H:4]([CH2:13][C:14]1[CH:19]=[CH:18][C:17]([N:20]2[C:28](=[O:29])[C:27]3[C:22](=[CH:23][CH:24]=[C:25]([C:30]#[N:31])[CH:26]=3)[C:21]2=[O:32])=[CH:16][CH:15]=1)[NH:5]C(OC(C)(C)C)=O.[F:34][C:35]([F:40])([F:39])[C:36]([OH:38])=[O:37]. (3) The reactants are: [F:1][C:2]1[CH:7]=[C:6]([I:8])[CH:5]=[CH:4][C:3]=1[NH:9][C:10]1[N:15]([CH3:16])[C:14](=[O:17])[C:13]2[CH:18]=[CH:19][O:20][C:12]=2[C:11]=1[C:21]([O:23]C)=[O:22].C([O-])([O-])=O.[K+].[K+].O. Given the product [F:1][C:2]1[CH:7]=[C:6]([I:8])[CH:5]=[CH:4][C:3]=1[NH:9][C:10]1[N:15]([CH3:16])[C:14](=[O:17])[C:13]2[CH:18]=[CH:19][O:20][C:12]=2[C:11]=1[C:21]([OH:23])=[O:22], predict the reactants needed to synthesize it. (4) Given the product [CH2:3]([O:10][C:11]1[CH:12]=[CH:13][C:14]([C:15]([OH:17])=[O:16])=[CH:19][CH:20]=1)[C:4]1[CH:5]=[CH:6][CH:7]=[CH:8][CH:9]=1, predict the reactants needed to synthesize it. The reactants are: [OH-].[Na+].[CH2:3]([O:10][C:11]1[CH:20]=[CH:19][C:14]([C:15]([O:17]C)=[O:16])=[CH:13][CH:12]=1)[C:4]1[CH:9]=[CH:8][CH:7]=[CH:6][CH:5]=1. (5) The reactants are: [NH:1]1[C:10]2[C:5](=[CH:6][CH:7]=[CH:8][CH:9]=2)[CH2:4][CH2:3][C:2]1=[O:11].[O:12](C(OC(C)(C)C)=O)[C:13]([O:15][C:16]([CH3:19])([CH3:18])[CH3:17])=O. Given the product [O:11]=[C:2]1[CH2:3][CH2:4][C:5]2[C:10](=[CH:9][CH:8]=[CH:7][CH:6]=2)[N:1]1[C:13]([O:15][C:16]([CH3:19])([CH3:18])[CH3:17])=[O:12], predict the reactants needed to synthesize it. (6) Given the product [OH:37][CH:35]([CH3:36])[CH2:34][NH:33][C:23]([C:21]1[S:22][C:18]2[CH:17]=[CH:16][C:15]([NH:14][S:11]([C:8]3[CH:9]=[CH:10][C:5]([C:1]([CH3:2])([CH3:3])[CH3:4])=[CH:6][CH:7]=3)(=[O:12])=[O:13])=[CH:32][C:19]=2[C:20]=1[C:26]1[CH:31]=[CH:30][CH:29]=[CH:28][CH:27]=1)=[O:24], predict the reactants needed to synthesize it. The reactants are: [C:1]([C:5]1[CH:10]=[CH:9][C:8]([S:11]([NH:14][C:15]2[CH:16]=[CH:17][C:18]3[S:22][C:21]([C:23](O)=[O:24])=[C:20]([C:26]4[CH:31]=[CH:30][CH:29]=[CH:28][CH:27]=4)[C:19]=3[CH:32]=2)(=[O:13])=[O:12])=[CH:7][CH:6]=1)([CH3:4])([CH3:3])[CH3:2].[NH2:33][CH2:34][CH:35]([OH:37])[CH3:36]. (7) Given the product [C:1]1([S:7]([C:10]2[CH:11]=[CH:12][C:13]([C:16]([OH:25])=[O:17])=[CH:14][CH:15]=2)(=[O:9])=[O:8])[CH:2]=[CH:3][CH:4]=[CH:5][CH:6]=1, predict the reactants needed to synthesize it. The reactants are: [C:1]1([S:7]([C:10]2[CH:15]=[CH:14][C:13]([CH3:16])=[CH:12][CH:11]=2)(=[O:9])=[O:8])[CH:6]=[CH:5][CH:4]=[CH:3][CH:2]=1.[OH-:17].[Na+].[O-][Mn](=O)(=O)=O.[K+].[OH2:25]. (8) Given the product [CH3:14][O:13][C:10]1[CH:11]=[CH:12][C:7]([CH2:6][NH:4][CH2:3][C:2]([CH3:5])=[CH2:1])=[CH:8][CH:9]=1, predict the reactants needed to synthesize it. The reactants are: [CH3:1][C:2](=[CH2:5])[CH2:3][NH2:4].[CH:6](=O)[C:7]1[CH:12]=[CH:11][C:10]([O:13][CH3:14])=[CH:9][CH:8]=1.[BH4-].[Na+]. (9) Given the product [CH3:22][O:23][C:24](=[O:34])[C:25]1[CH:30]=[CH:29][C:28]([CH2:31][N:11]([S:8]([C:5]2[CH:6]=[CH:7][C:2]([Cl:1])=[CH:3][CH:4]=2)(=[O:9])=[O:10])[C@@H:12]2[CH2:18][C:17]([F:19])([F:20])[CH2:16][CH2:15][NH:14][C:13]2=[O:21])=[C:27]([F:33])[CH:26]=1, predict the reactants needed to synthesize it. The reactants are: [Cl:1][C:2]1[CH:7]=[CH:6][C:5]([S:8]([NH:11][C@@H:12]2[CH2:18][C:17]([F:20])([F:19])[CH2:16][CH2:15][NH:14][C:13]2=[O:21])(=[O:10])=[O:9])=[CH:4][CH:3]=1.[CH3:22][O:23][C:24](=[O:34])[C:25]1[CH:30]=[CH:29][C:28]([CH2:31]Br)=[C:27]([F:33])[CH:26]=1. (10) Given the product [Br:1][C:2]1[C:10]2[C:9]([NH:11][C:12]3[CH:13]=[C:14]4[CH:20]=[N:19][NH:18][C:15]4=[CH:16][N:17]=3)=[N:8][CH:7]=[N:6][C:5]=2[NH:4][C:3]=1[C:21]([N:24]1[CH2:29][CH2:28][O:27][CH2:26][CH2:25]1)=[O:23], predict the reactants needed to synthesize it. The reactants are: [Br:1][C:2]1[C:10]2[C:9]([NH:11][C:12]3[CH:13]=[C:14]4[CH:20]=[N:19][NH:18][C:15]4=[CH:16][N:17]=3)=[N:8][CH:7]=[N:6][C:5]=2[NH:4][C:3]=1[C:21]([OH:23])=O.[NH:24]1[CH2:29][CH2:28][O:27][CH2:26][CH2:25]1.